From a dataset of Forward reaction prediction with 1.9M reactions from USPTO patents (1976-2016). Predict the product of the given reaction. (1) Given the reactants [CH:1]1([CH2:7][C@H:8]([NH:21]C(=O)OC(C)(C)C)[CH2:9][N:10]([CH3:20])[C:11]([O:13][CH2:14][CH2:15][Si:16]([CH3:19])([CH3:18])[CH3:17])=[O:12])[CH2:6][CH2:5][CH2:4][CH2:3][CH2:2]1.C(OCC)C.CC1C=CC(S(O)(=O)=O)=CC=1, predict the reaction product. The product is: [NH2:21][C@@H:8]([CH2:7][CH:1]1[CH2:2][CH2:3][CH2:4][CH2:5][CH2:6]1)[CH2:9][N:10]([CH3:20])[C:11](=[O:12])[O:13][CH2:14][CH2:15][Si:16]([CH3:18])([CH3:19])[CH3:17]. (2) Given the reactants [CH2:1]([O:3][C:4]([C:6]1[C:7](=[O:22])[C:8]2[C:13]([C:14]=1[C:15]1[CH:20]=[CH:19][CH:18]=[CH:17][CH:16]=1)=[CH:12][CH:11]=[C:10]([OH:21])[CH:9]=2)=[O:5])[CH3:2].O[CH2:24][CH2:25][N:26]1[CH2:31][CH2:30][O:29][CH2:28][CH2:27]1.C1(P(C2C=CC=CC=2)C2C=CC=CC=2)C=CC=CC=1.N(C(OC(C)C)=O)=NC(OC(C)C)=O, predict the reaction product. The product is: [CH2:1]([O:3][C:4]([C:6]1[C:7](=[O:22])[C:8]2[C:13]([C:14]=1[C:15]1[CH:20]=[CH:19][CH:18]=[CH:17][CH:16]=1)=[CH:12][CH:11]=[C:10]([O:21][CH2:24][CH2:25][N:26]1[CH2:31][CH2:30][O:29][CH2:28][CH2:27]1)[CH:9]=2)=[O:5])[CH3:2]. (3) Given the reactants C(=O)(O)O.[NH2:5][C:6]([NH2:8])=[NH:7].[C:9]1([C:15](=O)[C:16]([C:21]#N)=[CH:17][N:18](C)C)[CH:14]=[CH:13][CH:12]=[CH:11][CH:10]=1.[OH-].[Na+], predict the reaction product. The product is: [NH2:7][C:6]1[N:8]=[C:15]([C:9]2[CH:10]=[CH:11][CH:12]=[CH:13][CH:14]=2)[C:16]([C:17]#[N:18])=[CH:21][N:5]=1. (4) Given the reactants Cl.[CH:2]1([CH2:5][O:6][C:7]2[CH:12]=[C:11]([O:13][CH3:14])[CH:10]=[CH:9][C:8]=2[C:15]2[C:16]3[NH:23][C:22]([CH3:24])=[C:21]([C:25]([NH:27][C@H:28]4[C@H:32]([OH:33])[CH2:31][NH:30][CH2:29]4)=[O:26])[C:17]=3[N:18]=[CH:19][N:20]=2)[CH2:4][CH2:3]1.[C:34](Cl)(=[O:36])[CH3:35], predict the reaction product. The product is: [C:34]([N:30]1[CH2:31][C@@H:32]([OH:33])[C@H:28]([NH:27][C:25]([C:21]2[C:17]3[N:18]=[CH:19][N:20]=[C:15]([C:8]4[CH:9]=[CH:10][C:11]([O:13][CH3:14])=[CH:12][C:7]=4[O:6][CH2:5][CH:2]4[CH2:4][CH2:3]4)[C:16]=3[NH:23][C:22]=2[CH3:24])=[O:26])[CH2:29]1)(=[O:36])[CH3:35].